Dataset: Reaction yield outcomes from USPTO patents with 853,638 reactions. Task: Predict the reaction yield, written as a fraction of the theoretical maximum amount of product (1.0 means a 100% yield; for example, 0.34 means a 34% yield). (1) The reactants are BrCCBr.C[Si](Cl)(C)C.[CH3:10][O:11][C:12](=[O:23])/[C:13](/I)=[CH:14]\[CH:15]1[CH2:21][CH2:20][CH2:19][CH2:18][CH2:17][CH2:16]1.C1(P(C2C=CC=CC=2)C2C=CC=CC=2)C=CC=CC=1.[Cl:43][C:44]1[CH:49]=[C:48](I)[CH:47]=[CH:46][C:45]=1[N:51]1[C:55]([CH3:56])=[N:54][N:53]=[N:52]1.[Cl-].[NH4+]. The catalyst is O1CCCC1.[Zn].C1C=CC(/C=C/C(/C=C/C2C=CC=CC=2)=O)=CC=1.C1C=CC(/C=C/C(/C=C/C2C=CC=CC=2)=O)=CC=1.[Pd]. The product is [CH3:10][O:11][C:12](=[O:23])/[C:13](/[C:48]1[CH:47]=[CH:46][C:45]([N:51]2[C:55]([CH3:56])=[N:54][N:53]=[N:52]2)=[C:44]([Cl:43])[CH:49]=1)=[CH:14]/[CH:15]1[CH2:21][CH2:20][CH2:19][CH2:18][CH2:17][CH2:16]1. The yield is 0.850. (2) The reactants are [O:1]1[C:5]2[C:6]3[C:7](=[CH:13][CH2:14][NH:15][C:16](=[O:18])[CH3:17])[CH2:8][CH2:9][C:10]=3[CH:11]=[CH:12][C:4]=2[N:3]=[CH:2]1. The catalyst is CO.[C].[Pd]. The product is [O:1]1[C:5]2[C:6]3[CH:7]([CH2:13][CH2:14][NH:15][C:16](=[O:18])[CH3:17])[CH2:8][CH2:9][C:10]=3[CH:11]=[CH:12][C:4]=2[N:3]=[CH:2]1. The yield is 0.840. (3) The reactants are [Br:1][C:2]1[CH:11]=[C:10]2[C:5]([CH:6]=[C:7]([NH2:12])[N:8]=[CH:9]2)=[CH:4][CH:3]=1.C1C(=O)N([I:20])C(=O)C1.O. The catalyst is CN(C=O)C. The product is [Br:1][C:2]1[CH:11]=[C:10]2[C:5]([C:6]([I:20])=[C:7]([NH2:12])[N:8]=[CH:9]2)=[CH:4][CH:3]=1. The yield is 0.470. (4) The yield is 0.810. The reactants are [C:1]([N:5]([C:26](=[O:35])[C:27]1[CH:32]=[C:31]([CH3:33])[CH:30]=[C:29]([CH3:34])[CH:28]=1)[NH:6][C:7](=[O:25])[C:8]1[CH:13]=[CH:12][C:11]([B:14]2[O:18]C(C)(C)C(C)(C)[O:15]2)=[C:10]([CH:23]=[O:24])[CH:9]=1)([CH3:4])([CH3:3])[CH3:2].O. The catalyst is CS(C)=O. The product is [C:1]([N:5]([C:26](=[O:35])[C:27]1[CH:32]=[C:31]([CH3:33])[CH:30]=[C:29]([CH3:34])[CH:28]=1)[NH:6][C:7]([C:8]1[CH:13]=[CH:12][C:11]([B:14]([OH:18])[OH:15])=[C:10]([CH:23]=[O:24])[CH:9]=1)=[O:25])([CH3:4])([CH3:3])[CH3:2]. (5) The reactants are F[P:2](F)([C:17]([F:23])([F:22])[C:18]([F:21])([F:20])[F:19])([C:10]([F:16])([F:15])[C:11]([F:14])([F:13])[F:12])[C:3]([F:9])([F:8])[C:4]([F:7])([F:6])[F:5].C([SiH](CC)CC)C.FC=C. No catalyst specified. The product is [F:9][C:3]([P:2]([C:10]([F:15])([F:16])[C:11]([F:12])([F:13])[F:14])[C:17]([F:23])([F:22])[C:18]([F:21])([F:20])[F:19])([F:8])[C:4]([F:7])([F:6])[F:5]. The yield is 0.828.